From a dataset of Catalyst prediction with 721,799 reactions and 888 catalyst types from USPTO. Predict which catalyst facilitates the given reaction. (1) Reactant: [CH3:1][C:2]1[NH:3][CH:4]=[CH:5][C:6]=1[C:7]([O:9][CH2:10][CH3:11])=[O:8].[H-].[Na+].[N:14]1([S:20](Cl)(=[O:22])=[O:21])[CH2:19][CH2:18][CH2:17][CH2:16][CH2:15]1. Product: [CH3:1][C:2]1[N:3]([S:20]([N:14]2[CH2:19][CH2:18][CH2:17][CH2:16][CH2:15]2)(=[O:22])=[O:21])[CH:4]=[CH:5][C:6]=1[C:7]([O:9][CH2:10][CH3:11])=[O:8]. The catalyst class is: 3. (2) Reactant: [Br:1][C:2]1[CH:3]=[C:4]2[C:8](=[CH:9][CH:10]=1)[N:7](S(C1C=CC(C)=CC=1)(=O)=O)C=[C:5]2[CH:21](O)[C:22]1[CH:27]=[CH:26][C:25]([C:28]([CH3:32])([CH3:31])[C:29]#[N:30])=[CH:24][CH:23]=1.Cl.C([O-])(O)=[O:36].[Na+]. Product: [NH2:7][C:8]1[CH:9]=[CH:10][C:2]([Br:1])=[CH:3][C:4]=1[C:5](=[O:36])[CH2:21][C:22]1[CH:27]=[CH:26][C:25]([C:28]([CH3:32])([CH3:31])[C:29]#[N:30])=[CH:24][CH:23]=1. The catalyst class is: 5. (3) The catalyst class is: 6. Reactant: [CH:1](=[O:10])[C:2]1[CH:9]=[CH:8][CH:7]=[C:4]([CH:5]=[O:6])[CH:3]=1.CO.[S:13](=[O:16])([OH:15])[O-:14].[Na+].C(=O)C1C=CC=C(C=O)C=1.CO. Product: [S:13](=[O:14])([OH:16])[OH:15].[CH:1](=[O:10])[C:2]1[CH:9]=[CH:8][CH:7]=[C:4]([CH:5]=[O:6])[CH:3]=1.